This data is from Forward reaction prediction with 1.9M reactions from USPTO patents (1976-2016). The task is: Predict the product of the given reaction. (1) The product is: [Cl:15][C:16]1[C:21]([N:22]2[CH2:27][CH2:26][CH:25]3[N:28]([CH3:1])[CH2:29][CH2:30][CH:24]3[CH2:23]2)=[CH:20][C:19]([C:31]#[N:32])=[CH:18][C:17]=1[NH:33][C:34]1[N:39]=[C:38]([N:40]([CH:50]2[CH2:52][CH2:51]2)[CH2:41][C:42]2[CH:43]=[CH:44][C:45]([O:48][CH3:49])=[CH:46][CH:47]=2)[C:37]2=[N:53][CH:54]=[C:55]([C:56]#[N:57])[N:36]2[N:35]=1. Given the reactants [C:1](O[BH-](OC(=O)C)OC(=O)C)(=O)C.[Na+].[Cl:15][C:16]1[C:21]([N:22]2[CH2:27][CH2:26][CH:25]3[NH:28][CH2:29][CH2:30][CH:24]3[CH2:23]2)=[CH:20][C:19]([C:31]#[N:32])=[CH:18][C:17]=1[NH:33][C:34]1[N:39]=[C:38]([N:40]([CH:50]2[CH2:52][CH2:51]2)[CH2:41][C:42]2[CH:47]=[CH:46][C:45]([O:48][CH3:49])=[CH:44][CH:43]=2)[C:37]2=[N:53][CH:54]=[C:55]([C:56]#[N:57])[N:36]2[N:35]=1.C=O.C(O)(=O)C, predict the reaction product. (2) Given the reactants CC(C)([O-])C.[K+].[CH3:7][CH:8]1[CH2:12][CH2:11][CH2:10][O:9]1.[C:13]12[CH2:19][C:16]([CH2:17][CH2:18]1)=[CH:15][CH:14]=2.C([Li])CCC.CCCCCC.Cl[P:32]([CH:39]1[CH2:44][CH2:43][CH2:42][CH2:41][CH2:40]1)[CH:33]1[CH2:38][CH2:37][CH2:36][CH2:35][CH2:34]1, predict the reaction product. The product is: [CH3:7][CH:8]1[CH2:12][CH2:11][CH2:10][O:9]1.[CH3:17][CH2:18][CH2:13][CH2:14][CH2:15][CH3:16].[CH:13]12[CH2:19][CH:16]([CH:17]=[CH:18]1)[CH:15]=[C:14]2[P:32]([CH:39]1[CH2:40][CH2:41][CH2:42][CH2:43][CH2:44]1)[CH:33]1[CH2:38][CH2:37][CH2:36][CH2:35][CH2:34]1. (3) Given the reactants [I:1][C:2]1[CH:3]=[CH:4][C:5]2[CH:19]3[CH2:20][CH:17]([CH2:18]3)[C:8]3[NH:9][C:10]([C:12]([O:14][CH2:15][CH3:16])=[O:13])=[N:11][C:7]=3[C:6]=2[CH:21]=1.[C:22](=O)([O-])[O-].[K+].[K+].CI, predict the reaction product. The product is: [I:1][C:2]1[CH:3]=[CH:4][C:5]2[CH:19]3[CH2:18][CH:17]([CH2:20]3)[C:8]3[N:9]([CH3:22])[C:10]([C:12]([O:14][CH2:15][CH3:16])=[O:13])=[N:11][C:7]=3[C:6]=2[CH:21]=1. (4) Given the reactants C(Cl)Cl.[Cl:4][C:5]1[C:6]([CH:12]([S:21]([C:24]2[CH:29]=[CH:28][C:27]([Cl:30])=[CH:26][CH:25]=2)(=[O:23])=[O:22])[C:13]2[CH:18]=[C:17]([F:19])[CH:16]=[CH:15][C:14]=2[F:20])=[CH:7][C:8]([NH2:11])=[N:9][CH:10]=1.N1C=CC=CC=1.OS(C(F)(F)F)(=O)=O.[N:45]1[CH:50]=[CH:49][C:48]([CH2:51][S:52](Cl)(=[O:54])=[O:53])=[CH:47][CH:46]=1, predict the reaction product. The product is: [Cl:4][C:5]1[C:6]([CH:12]([S:21]([C:24]2[CH:29]=[CH:28][C:27]([Cl:30])=[CH:26][CH:25]=2)(=[O:23])=[O:22])[C:13]2[CH:18]=[C:17]([F:19])[CH:16]=[CH:15][C:14]=2[F:20])=[CH:7][C:8]([NH:11][S:52]([CH2:51][C:48]2[CH:49]=[CH:50][N:45]=[CH:46][CH:47]=2)(=[O:54])=[O:53])=[N:9][CH:10]=1.